Task: Predict the reactants needed to synthesize the given product.. Dataset: Full USPTO retrosynthesis dataset with 1.9M reactions from patents (1976-2016) (1) Given the product [ClH:19].[C:1]([CH:4]1[CH2:5][NH:6][CH2:7][CH2:8][N:9]1[C:10]1[N:11]=[C:12]([Cl:19])[N:13]=[C:14]([C:16]([NH2:17])=[O:18])[CH:15]=1)(=[O:3])[NH2:2], predict the reactants needed to synthesize it. The reactants are: [C:1]([CH:4]1[N:9]([C:10]2[CH:15]=[C:14]([C:16](=[O:18])[NH2:17])[N:13]=[C:12]([Cl:19])[N:11]=2)[CH2:8][CH2:7][N:6](C(OC(C)(C)C)=O)[CH2:5]1)(=[O:3])[NH2:2].CO. (2) Given the product [F:1][C:2]1[CH:3]=[C:4]([CH:24]=[C:25]([F:27])[CH:26]=1)[C:5]([N:7]=[C:8]1[N:12]([CH:13]([CH3:19])[C:14]([OH:16])=[O:15])[C:11]2[CH:20]=[CH:21][CH:22]=[CH:23][C:10]=2[S:9]1)=[O:6], predict the reactants needed to synthesize it. The reactants are: [F:1][C:2]1[CH:3]=[C:4]([CH:24]=[C:25]([F:27])[CH:26]=1)[C:5]([N:7]=[C:8]1[N:12]([CH:13]([CH3:19])[C:14]([O:16]CC)=[O:15])[C:11]2[CH:20]=[CH:21][CH:22]=[CH:23][C:10]=2[S:9]1)=[O:6].O1CCCC1.[OH-].[Na+]. (3) The reactants are: [CH2:1]([C:4]1[C:8]([CH2:9][OH:10])=[CH:7][N:6]([C:11]2[CH:16]=[CH:15][C:14]([C:17]([F:20])([F:19])[F:18])=[CH:13][N:12]=2)[N:5]=1)[CH2:2][CH3:3].O[C:22]1[CH:27]=[CH:26][C:25]([CH2:28][CH2:29][C:30]([O:32]CC)=[O:31])=[C:24]([CH3:35])[CH:23]=1.C1(P(C2C=CC=CC=2)C2C=CC=CC=2)C=CC=CC=1.N(C(OCC)=O)=NC(OCC)=O. Given the product [CH3:35][C:24]1[CH:23]=[C:22]([O:10][CH2:9][C:8]2[C:4]([CH2:1][CH2:2][CH3:3])=[N:5][N:6]([C:11]3[CH:16]=[CH:15][C:14]([C:17]([F:19])([F:18])[F:20])=[CH:13][N:12]=3)[CH:7]=2)[CH:27]=[CH:26][C:25]=1[CH2:28][CH2:29][C:30]([OH:32])=[O:31], predict the reactants needed to synthesize it. (4) Given the product [Br:1][C:2]1[CH:12]=[CH:11][C:5]2[O:6][C:7]3[C:8](=[O:9])[NH:10][C:16]([CH2:17][NH:35][CH2:34][C:29]4[CH:30]=[CH:31][CH:32]=[CH:33][C:28]=4[N:25]4[CH2:26][CH2:27][N:22]([CH3:21])[CH2:23][CH2:24]4)=[N:14][C:13]=3[C:4]=2[CH:3]=1, predict the reactants needed to synthesize it. The reactants are: [Br:1][C:2]1[CH:12]=[CH:11][C:5]([O:6][CH2:7][C:8]([NH2:10])=[O:9])=[C:4]([C:13]#[N:14])[CH:3]=1.N1CCC[CH2:17][CH2:16]1.[CH3:21][N:22]1[CH2:27][CH2:26][N:25]([C:28]2[CH:33]=[CH:32][CH:31]=[CH:30][C:29]=2[CH2:34][NH2:35])[CH2:24][CH2:23]1.